This data is from NCI-60 drug combinations with 297,098 pairs across 59 cell lines. The task is: Regression. Given two drug SMILES strings and cell line genomic features, predict the synergy score measuring deviation from expected non-interaction effect. (1) Drug 1: CN(C)C1=NC(=NC(=N1)N(C)C)N(C)C. Drug 2: CN1C(=O)N2C=NC(=C2N=N1)C(=O)N. Cell line: NCI-H322M. Synergy scores: CSS=-2.75, Synergy_ZIP=4.22, Synergy_Bliss=4.27, Synergy_Loewe=-0.0441, Synergy_HSA=-3.09. (2) Cell line: UO-31. Drug 2: CC1C(C(CC(O1)OC2CC(OC(C2O)C)OC3=CC4=CC5=C(C(=O)C(C(C5)C(C(=O)C(C(C)O)O)OC)OC6CC(C(C(O6)C)O)OC7CC(C(C(O7)C)O)OC8CC(C(C(O8)C)O)(C)O)C(=C4C(=C3C)O)O)O)O. Synergy scores: CSS=42.3, Synergy_ZIP=8.60, Synergy_Bliss=9.25, Synergy_Loewe=-11.1, Synergy_HSA=9.88. Drug 1: CC1=C2C(C(=O)C3(C(CC4C(C3C(C(C2(C)C)(CC1OC(=O)C(C(C5=CC=CC=C5)NC(=O)OC(C)(C)C)O)O)OC(=O)C6=CC=CC=C6)(CO4)OC(=O)C)OC)C)OC. (3) Drug 1: CC1=CC2C(CCC3(C2CCC3(C(=O)C)OC(=O)C)C)C4(C1=CC(=O)CC4)C. Drug 2: C1=NC(=NC(=O)N1C2C(C(C(O2)CO)O)O)N. Cell line: MALME-3M. Synergy scores: CSS=-4.78, Synergy_ZIP=3.53, Synergy_Bliss=3.80, Synergy_Loewe=-4.23, Synergy_HSA=-1.76. (4) Drug 1: CCCS(=O)(=O)NC1=C(C(=C(C=C1)F)C(=O)C2=CNC3=C2C=C(C=N3)C4=CC=C(C=C4)Cl)F. Drug 2: C1=C(C(=O)NC(=O)N1)N(CCCl)CCCl. Cell line: EKVX. Synergy scores: CSS=15.9, Synergy_ZIP=5.33, Synergy_Bliss=7.32, Synergy_Loewe=3.62, Synergy_HSA=5.36. (5) Drug 1: CC1OCC2C(O1)C(C(C(O2)OC3C4COC(=O)C4C(C5=CC6=C(C=C35)OCO6)C7=CC(=C(C(=C7)OC)O)OC)O)O. Drug 2: C(CC(=O)O)C(=O)CN.Cl. Synergy scores: CSS=23.4, Synergy_ZIP=-5.61, Synergy_Bliss=-0.149, Synergy_Loewe=-5.08, Synergy_HSA=3.93. Cell line: KM12. (6) Drug 1: CC(C1=C(C=CC(=C1Cl)F)Cl)OC2=C(N=CC(=C2)C3=CN(N=C3)C4CCNCC4)N. Drug 2: COC1=C2C(=CC3=C1OC=C3)C=CC(=O)O2. Cell line: T-47D. Synergy scores: CSS=1.17, Synergy_ZIP=0.726, Synergy_Bliss=0.130, Synergy_Loewe=-0.867, Synergy_HSA=-1.51. (7) Drug 1: CC1=C2C(C(=O)C3(C(CC4C(C3C(C(C2(C)C)(CC1OC(=O)C(C(C5=CC=CC=C5)NC(=O)OC(C)(C)C)O)O)OC(=O)C6=CC=CC=C6)(CO4)OC(=O)C)OC)C)OC. Drug 2: C(=O)(N)NO. Cell line: 786-0. Synergy scores: CSS=61.5, Synergy_ZIP=8.84, Synergy_Bliss=8.38, Synergy_Loewe=4.81, Synergy_HSA=10.5. (8) Drug 1: C1=CC(=C2C(=C1NCCNCCO)C(=O)C3=C(C=CC(=C3C2=O)O)O)NCCNCCO. Drug 2: CC1CCC2CC(C(=CC=CC=CC(CC(C(=O)C(C(C(=CC(C(=O)CC(OC(=O)C3CCCCN3C(=O)C(=O)C1(O2)O)C(C)CC4CCC(C(C4)OC)O)C)C)O)OC)C)C)C)OC. Cell line: RPMI-8226. Synergy scores: CSS=45.0, Synergy_ZIP=-5.36, Synergy_Bliss=-7.43, Synergy_Loewe=0.957, Synergy_HSA=2.23.